This data is from Full USPTO retrosynthesis dataset with 1.9M reactions from patents (1976-2016). The task is: Predict the reactants needed to synthesize the given product. Given the product [CH3:1][O:2][C:3](=[O:11])[C:4]1[CH:9]=[CH:8][CH:7]=[CH:6][C:5]=1[S:10][CH2:18][CH3:19], predict the reactants needed to synthesize it. The reactants are: [CH3:1][O:2][C:3](=[O:11])[C:4]1[CH:9]=[CH:8][CH:7]=[CH:6][C:5]=1[SH:10].C([O-])([O-])=O.[K+].[K+].[CH2:18](Br)[CH3:19].